From a dataset of Forward reaction prediction with 1.9M reactions from USPTO patents (1976-2016). Predict the product of the given reaction. (1) Given the reactants [NH2:1][C:2]1[C:7]([NH2:8])=[C:6]([NH:9][C@@H:10]2[C@@H:15]3[CH2:16][C@@H:12]([CH:13]=[CH:14]3)[C@@H:11]2[C:17]([NH2:19])=[O:18])[C:5]([Cl:20])=[CH:4][N:3]=1.[OH:21][C@@H:22]([CH3:40])[CH2:23][N:24]1[CH2:29][CH2:28][CH:27]([C:30]2[CH:37]=[CH:36][C:33]([CH:34]=O)=[C:32]([O:38][CH3:39])[CH:31]=2)[CH2:26][CH2:25]1, predict the reaction product. The product is: [Cl:20][C:5]1[C:6]([NH:9][C@@H:10]2[C@@H:15]3[CH2:16][C@@H:12]([CH:13]=[CH:14]3)[C@@H:11]2[C:17]([NH2:19])=[O:18])=[C:7]2[N:8]=[C:34]([C:33]3[CH:36]=[CH:37][C:30]([CH:27]4[CH2:28][CH2:29][N:24]([CH2:23][C@@H:22]([OH:21])[CH3:40])[CH2:25][CH2:26]4)=[CH:31][C:32]=3[O:38][CH3:39])[NH:1][C:2]2=[N:3][CH:4]=1. (2) Given the reactants [Br:1][C:2]1[CH:3]=[C:4]([O:10][C:11]2[C:12]([CH3:17])=[N:13][CH:14]=[CH:15][CH:16]=2)[C:5]([C:8]#[N:9])=[N:6][CH:7]=1.[OH:18]S(O)(=O)=O.[OH-].[Na+], predict the reaction product. The product is: [Br:1][C:2]1[CH:3]=[C:4]([O:10][C:11]2[C:12]([CH3:17])=[N:13][CH:14]=[CH:15][CH:16]=2)[C:5]([C:8]([NH2:9])=[O:18])=[N:6][CH:7]=1. (3) Given the reactants [I:1][C:2]1[CH:11]=[CH:10][C:5]([C:6](OC)=[O:7])=[C:4]([O:12][CH3:13])[CH:3]=1.CC(C[AlH]CC(C)C)C.[NH4+].[Cl-], predict the reaction product. The product is: [I:1][C:2]1[CH:11]=[CH:10][C:5]([CH2:6][OH:7])=[C:4]([O:12][CH3:13])[CH:3]=1. (4) Given the reactants [N+:1]([C:4]1[CH:5]=[N:6][C:7]2[C:12]([C:13]=1[NH2:14])=[CH:11][CH:10]=[CH:9][CH:8]=2)([O-])=O.[N+]([C:18]1C=NC2C([C:27]=1N)=NC=CC=2)([O-])=O.N1C2C(=CC=CC=2)C(N)=[C:31](N)[CH:30]=1.[N:41]1[C:50]2[C:45](=[N:46][CH:47]=[CH:48][CH:49]=2)[C:44]([NH2:51])=[C:43]([NH2:52])[CH:42]=1.C(OCC)(OCC)(OCC)C, predict the reaction product. The product is: [CH3:18][C:27]1[NH:14][C:13]2[C:12]3[CH:11]=[CH:10][CH:9]=[CH:8][C:7]=3[N:6]=[CH:5][C:4]=2[N:1]=1.[CH3:30][C:31]1[NH:51][C:44]2[C:45]3[N:46]=[CH:47][CH:48]=[CH:49][C:50]=3[N:41]=[CH:42][C:43]=2[N:52]=1. (5) The product is: [F:32][C:27]1[CH:28]=[CH:29][CH:30]=[CH:31][C:26]=1[C:12]1[N:13]=[C:14]([CH2:16][N:17]([CH3:25])[C:18](=[O:24])[O:19][C:20]([CH3:23])([CH3:22])[CH3:21])[S:15][C:11]=1[S:8]([C:4]1[CH:5]=[CH:6][CH:7]=[C:2]([N:33]2[CH2:37][CH2:36][CH2:35][C:34]2=[O:38])[CH:3]=1)(=[O:10])=[O:9]. Given the reactants Br[C:2]1[CH:3]=[C:4]([S:8]([C:11]2[S:15][C:14]([CH2:16][N:17]([CH3:25])[C:18](=[O:24])[O:19][C:20]([CH3:23])([CH3:22])[CH3:21])=[N:13][C:12]=2[C:26]2[CH:31]=[CH:30][CH:29]=[CH:28][C:27]=2[F:32])(=[O:10])=[O:9])[CH:5]=[CH:6][CH:7]=1.[NH:33]1[CH2:37][CH2:36][CH2:35][C:34]1=[O:38].C(=O)([O-])[O-].[Cs+].[Cs+].O, predict the reaction product. (6) Given the reactants FC(F)(F)C(O)=O.[Cl:8][C:9]1[CH:10]=[C:11]([CH:15]2[C:19]([C:22]3[CH:27]=[CH:26][C:25]([Cl:28])=[CH:24][CH:23]=3)([C:20]#[N:21])[CH:18]([C:29]3[CH:34]=[CH:33][CH:32]=[C:31]([Cl:35])[CH:30]=3)[NH:17][CH:16]2[C:36]([OH:38])=O)[CH:12]=[CH:13][CH:14]=1.[CH3:39][C:40]1([CH3:48])[O:44][C@@H:43]([CH2:45][CH2:46][NH2:47])[CH2:42][O:41]1.CN(C(ON1N=NC2C=CC=NC1=2)=[N+](C)C)C.F[P-](F)(F)(F)(F)F.CCN(C(C)C)C(C)C, predict the reaction product. The product is: [CH3:39][C:40]1([CH3:48])[O:44][C@@H:43]([CH2:45][CH2:46][NH:47][C:36]([CH:16]2[CH:15]([C:11]3[CH:12]=[CH:13][CH:14]=[C:9]([Cl:8])[CH:10]=3)[C:19]([C:22]3[CH:23]=[CH:24][C:25]([Cl:28])=[CH:26][CH:27]=3)([C:20]#[N:21])[CH:18]([C:29]3[CH:34]=[CH:33][CH:32]=[C:31]([Cl:35])[CH:30]=3)[NH:17]2)=[O:38])[CH2:42][O:41]1. (7) The product is: [CH3:1][S:2][C:3]1[N:8]=[C:7]([NH:9][C:10]2([C:13]3[CH:14]=[CH:15][CH:16]=[CH:17][CH:18]=3)[CH2:11][CH2:12]2)[C:6]([C:19]([OH:21])=[O:20])=[CH:5][N:4]=1. Given the reactants [CH3:1][S:2][C:3]1[N:8]=[C:7]([NH:9][C:10]2([C:13]3[CH:18]=[CH:17][CH:16]=[CH:15][CH:14]=3)[CH2:12][CH2:11]2)[C:6]([C:19]([O:21]CC)=[O:20])=[CH:5][N:4]=1, predict the reaction product.